This data is from CYP2D6 inhibition data for predicting drug metabolism from PubChem BioAssay. The task is: Regression/Classification. Given a drug SMILES string, predict its absorption, distribution, metabolism, or excretion properties. Task type varies by dataset: regression for continuous measurements (e.g., permeability, clearance, half-life) or binary classification for categorical outcomes (e.g., BBB penetration, CYP inhibition). Dataset: cyp2d6_veith. The drug is COCCCN1C(=O)C(=O)/C(=C(/O)c2ccc(OC(C)C)c(C)c2)C1c1ccncc1. The result is 0 (non-inhibitor).